From a dataset of Full USPTO retrosynthesis dataset with 1.9M reactions from patents (1976-2016). Predict the reactants needed to synthesize the given product. (1) Given the product [S:1]([CH:5]1[CH2:9][C:10](=[O:11])[O:12][C:6]1=[O:8])([OH:4])(=[O:3])=[O:2], predict the reactants needed to synthesize it. The reactants are: [S:1]([CH:5]([CH2:9][C:10]([OH:12])=[O:11])[C:6]([OH:8])=O)([OH:4])(=[O:3])=[O:2].C(OC(=O)C)(=O)C. (2) Given the product [Cl:21][C:18]1[CH:19]=[CH:20][C:11]([NH:10][C:6]2[CH:5]=[C:4]3[C:9](=[CH:8][CH:7]=2)[N:1]([C:23]2[CH:24]=[N:25][CH:26]=[CH:27][CH:28]=2)[CH:2]=[CH:3]3)=[C:12]([CH:17]=1)[C:13]([O:15][CH3:16])=[O:14], predict the reactants needed to synthesize it. The reactants are: [NH:1]1[C:9]2[C:4](=[CH:5][C:6]([NH:10][C:11]3[CH:20]=[CH:19][C:18]([Cl:21])=[CH:17][C:12]=3[C:13]([O:15][CH3:16])=[O:14])=[CH:7][CH:8]=2)[CH:3]=[CH:2]1.Br[C:23]1[CH:24]=[N:25][CH:26]=[CH:27][CH:28]=1.P([O-])([O-])([O-])=O.[K+].[K+].[K+].CN[C@@H]1CCCC[C@H]1NC. (3) Given the product [Br:17][C:18]1[CH:26]=[CH:25][CH:24]=[C:23]2[C:19]=1[C:20]([C:49]1[CH:50]=[C:51]([F:52])[C:46]([F:45])=[CH:47][C:48]=1[OH:53])([OH:34])[C:21](=[O:33])[N:22]2[CH2:27][C:28]([O:30][CH2:31][CH3:32])=[O:29], predict the reactants needed to synthesize it. The reactants are: C1(CCN2C3C(=CC=CC=3)C(=O)C2=O)CC1.[Br:17][C:18]1[CH:26]=[CH:25][CH:24]=[C:23]2[C:19]=1[C:20](=[O:34])[C:21](=[O:33])[N:22]2[CH2:27][C:28]([O:30][CH2:31][CH3:32])=[O:29].O1C2C=CC(O)=CC=2OC1.[F:45][C:46]1[CH:47]=[C:48]([OH:53])[CH:49]=[CH:50][C:51]=1[F:52]. (4) Given the product [OH:33][C@H:32]([C:23]1[CH:24]=[CH:25][C:26]2[C:27](=[O:31])[O:28][CH2:29][C:30]=2[C:22]=1[CH3:21])[CH2:34][N:17]1[CH2:18][CH2:19][N:14]([CH2:13][CH2:12][C:3]2[CH:4]=[CH:5][C:6]3[C:7](=[O:11])[O:8][CH2:9][C:10]=3[C:2]=2[CH3:1])[C:15](=[O:20])[CH2:16]1, predict the reactants needed to synthesize it. The reactants are: [CH3:1][C:2]1[C:10]2[CH2:9][O:8][C:7](=[O:11])[C:6]=2[CH:5]=[CH:4][C:3]=1[CH2:12][CH2:13][N:14]1[CH2:19][CH2:18][NH:17][CH2:16][C:15]1=[O:20].[CH3:21][C:22]1[C:30]2[CH2:29][O:28][C:27](=[O:31])[C:26]=2[CH:25]=[CH:24][C:23]=1[C@@H:32]1[CH2:34][O:33]1. (5) The reactants are: C([O:3][C:4](=[O:36])[C:5](=[CH:9][C:10]1[CH:15]=[CH:14][C:13]([O:16][C:17]2[C:26]3[C:21](=[CH:22][C:23]([O:27][CH3:28])=[CH:24][CH:25]=3)[CH:20]=[C:19]([CH3:29])[C:18]=2[C:30]2[CH:35]=[CH:34][CH:33]=[CH:32][CH:31]=2)=[CH:12][CH:11]=1)[CH:6]([CH3:8])[CH3:7])C.[OH-].[Na+].CCO. Given the product [CH3:13][O:16][C:17]1[CH:26]=[C:21]([CH2:22][CH:23]([OH:27])[CH3:24])[CH:20]=[CH:19][CH:18]=1.[CH3:28][O:27][C:23]1[CH:22]=[C:21]2[C:26](=[CH:25][CH:24]=1)[C:17]([O:16][C:13]1[CH:12]=[CH:11][C:10]([CH:9]=[C:5]([CH:6]([CH3:8])[CH3:7])[C:4]([OH:36])=[O:3])=[CH:15][CH:14]=1)=[C:18]([C:30]1[CH:31]=[CH:32][CH:33]=[CH:34][CH:35]=1)[C:19]([CH3:29])=[CH:20]2, predict the reactants needed to synthesize it. (6) Given the product [CH:16]1([O:19][C:20]2[CH:27]=[CH:26][C:25]([N:28]3[C:32]([C:33]([F:34])([F:35])[F:36])=[N:31][N:30]=[N:29]3)=[CH:24][C:21]=2[CH2:22][NH:1][C@@H:2]2[CH2:8][CH2:7][C@@H:6]3[NH:9][C@@:3]2([C:10]2[CH:15]=[CH:14][CH:13]=[CH:12][CH:11]=2)[CH2:4][CH2:5]3)[CH2:18][CH2:17]1, predict the reactants needed to synthesize it. The reactants are: [NH2:1][C@@H:2]1[CH2:8][CH2:7][C@@H:6]2[NH:9][C@@:3]1([C:10]1[CH:15]=[CH:14][CH:13]=[CH:12][CH:11]=1)[CH2:4][CH2:5]2.[CH:16]1([O:19][C:20]2[CH:27]=[CH:26][C:25]([N:28]3[C:32]([C:33]([F:36])([F:35])[F:34])=[N:31][N:30]=[N:29]3)=[CH:24][C:21]=2[CH:22]=O)[CH2:18][CH2:17]1.C(O[BH-](OC(=O)C)OC(=O)C)(=O)C.[Na+].Cl. (7) Given the product [Br:1][C:2]1[CH:3]=[C:4]([C:9]([C:11]2[CH:12]=[N:13][CH:14]=[CH:15][CH:16]=2)=[O:10])[CH:5]=[C:6]([OH:18])[CH:7]=1, predict the reactants needed to synthesize it. The reactants are: [Br:1][C:2]1[CH:3]=[C:4]([C:9]([C:11]2[CH:12]=[N:13][CH:14]=[CH:15][CH:16]=2)=[O:10])[CH:5]=[C:6](Br)[CH:7]=1.B1(B2OC(C)(C)C(C)(C)O2)OC(C)(C)C(C)(C)[O:18]1.C([O-])(=O)C.[K+].OOS([O-])=O.[K+]. (8) Given the product [CH2:34]([O:27][C:21]1[CH:20]=[C:19]([C:16]2[O:17][CH:18]=[C:14]([CH2:13][CH2:12][C:11]([C:6]3[CH:7]=[CH:8][CH:9]=[CH:10][C:5]=3[O:4][CH2:3][CH:2]([F:1])[F:29])=[O:28])[N:15]=2)[CH:24]=[CH:23][C:22]=1[O:25][CH3:26])[CH2:33][CH:32]=[CH2:31], predict the reactants needed to synthesize it. The reactants are: [F:1][CH:2]([F:29])[CH2:3][O:4][C:5]1[CH:10]=[CH:9][CH:8]=[CH:7][C:6]=1[C:11](=[O:28])[CH2:12][CH2:13][C:14]1[N:15]=[C:16]([C:19]2[CH:24]=[CH:23][C:22]([O:25][CH3:26])=[C:21]([OH:27])[CH:20]=2)[O:17][CH:18]=1.Br[CH2:31][CH2:32][CH:33]=[CH2:34].